Dataset: Full USPTO retrosynthesis dataset with 1.9M reactions from patents (1976-2016). Task: Predict the reactants needed to synthesize the given product. Given the product [OH:14][CH:11]1[CH2:12][CH2:13][NH:8][CH2:9][CH:10]1[CH2:15][CH2:16][CH3:17], predict the reactants needed to synthesize it. The reactants are: C([N:8]1[CH2:13][CH2:12][CH:11]([OH:14])[CH:10]([CH2:15][CH2:16][CH3:17])[CH2:9]1)C1C=CC=CC=1.